This data is from TCR-epitope binding with 47,182 pairs between 192 epitopes and 23,139 TCRs. The task is: Binary Classification. Given a T-cell receptor sequence (or CDR3 region) and an epitope sequence, predict whether binding occurs between them. (1) The epitope is GPGHKARVL. The TCR CDR3 sequence is CASSVAAGLSHEQFF. Result: 1 (the TCR binds to the epitope). (2) The epitope is GTSGSPIINR. The TCR CDR3 sequence is CASSLGQYTGELFF. Result: 1 (the TCR binds to the epitope).